From a dataset of CYP3A4 inhibition data for predicting drug metabolism from PubChem BioAssay. Regression/Classification. Given a drug SMILES string, predict its absorption, distribution, metabolism, or excretion properties. Task type varies by dataset: regression for continuous measurements (e.g., permeability, clearance, half-life) or binary classification for categorical outcomes (e.g., BBB penetration, CYP inhibition). Dataset: cyp3a4_veith. (1) The molecule is CCN(CC)C(=O)c1cc2cc([N+](=O)[O-])ccc2s1. The result is 0 (non-inhibitor). (2) The molecule is NCCC[C@@H](N)C(=O)O. The result is 0 (non-inhibitor). (3) The molecule is O=C(c1ccncc1)N1CCC[C@@]2(CCN(c3ccccn3)C2)C1. The result is 1 (inhibitor). (4) The compound is C[C@@H]1NCC[C@H](CC(=O)O)[C@H]1CC(=O)O. The result is 0 (non-inhibitor). (5) The compound is O=C(NCc1ccccc1Cl)C1CCN(S(=O)(=O)N2CCC3(CC2)OCCO3)CC1. The result is 1 (inhibitor). (6) The molecule is Clc1ccc(Cc2nc(-c3cccnc3)no2)cc1. The result is 1 (inhibitor). (7) The drug is COc1ccc(Oc2ncc3ncc(=O)n(-c4ccc(OC)cc4)c3n2)cc1. The result is 1 (inhibitor). (8) The compound is Cc1noc(C)c1C(=O)N1CCC2(CCCN(C(=O)Nc3ccccc3)C2)CC1. The result is 0 (non-inhibitor). (9) The molecule is N[C@@H](Cn1cc(F)c(=O)[nH]c1=O)C(=O)O. The result is 0 (non-inhibitor). (10) The compound is CCOC(=O)c1c(C)c(C)n2c1NC(=O)C2. The result is 0 (non-inhibitor).